Task: Regression. Given two drug SMILES strings and cell line genomic features, predict the synergy score measuring deviation from expected non-interaction effect.. Dataset: NCI-60 drug combinations with 297,098 pairs across 59 cell lines Drug 1: CCCS(=O)(=O)NC1=C(C(=C(C=C1)F)C(=O)C2=CNC3=C2C=C(C=N3)C4=CC=C(C=C4)Cl)F. Drug 2: CC1=C(C=C(C=C1)C(=O)NC2=CC(=CC(=C2)C(F)(F)F)N3C=C(N=C3)C)NC4=NC=CC(=N4)C5=CN=CC=C5. Cell line: SR. Synergy scores: CSS=23.0, Synergy_ZIP=-2.78, Synergy_Bliss=5.73, Synergy_Loewe=3.46, Synergy_HSA=5.80.